Dataset: CYP1A2 inhibition data for predicting drug metabolism from PubChem BioAssay. Task: Regression/Classification. Given a drug SMILES string, predict its absorption, distribution, metabolism, or excretion properties. Task type varies by dataset: regression for continuous measurements (e.g., permeability, clearance, half-life) or binary classification for categorical outcomes (e.g., BBB penetration, CYP inhibition). Dataset: cyp1a2_veith. The compound is N=c1ccn2c(n1)O[C@@H]1[C@@H](O)[C@H](CO)O[C@H]12. The result is 0 (non-inhibitor).